From a dataset of Experimentally validated miRNA-target interactions with 360,000+ pairs, plus equal number of negative samples. Binary Classification. Given a miRNA mature sequence and a target amino acid sequence, predict their likelihood of interaction. The miRNA is mmu-miR-412-5p with sequence UGGUCGACCAGCUGGAAAGUAAU. Result: 0 (no interaction). The protein sequence of the target gene is MLLEEVRAGDRLSGAAARGDVQEVRRLLHRELVHPDALNRFGKTALQVMMFGSTAIALELLKQGASPNVQDTSGTSPVHDAARTGFLDTLKVLVEHGADVNVPDGTGALPIHLAVQEGHTAVVSFLAAESDLHRRDARGLTPLELALQRGAQDLVDILQGHMVAPL.